This data is from Peptide-MHC class II binding affinity with 134,281 pairs from IEDB. The task is: Regression. Given a peptide amino acid sequence and an MHC pseudo amino acid sequence, predict their binding affinity value. This is MHC class II binding data. (1) The peptide sequence is HDIYIVMPVFIIKR. The MHC is HLA-DPA10201-DPB10501 with pseudo-sequence HLA-DPA10201-DPB10501. The binding affinity (normalized) is 0.331. (2) The MHC is DRB1_0701 with pseudo-sequence DRB1_0701. The binding affinity (normalized) is 0. The peptide sequence is KNLYEKVKSQLKNNAKEEIGNGC. (3) The peptide sequence is YDKFLANVSSVLTGK. The MHC is DRB1_1101 with pseudo-sequence DRB1_1101. The binding affinity (normalized) is 0.551. (4) The peptide sequence is KASTGGAYESYKFIPALEAA. The binding affinity (normalized) is 0.691. The MHC is DRB1_1101 with pseudo-sequence DRB1_1101. (5) The peptide sequence is SVGTGNCTTNILEAK. The MHC is HLA-DQA10501-DQB10402 with pseudo-sequence HLA-DQA10501-DQB10402. The binding affinity (normalized) is 0. (6) The peptide sequence is FFQMTNTNPDQKCIT. The MHC is DRB1_0404 with pseudo-sequence DRB1_0404. The binding affinity (normalized) is 0.588.